Dataset: Reaction yield outcomes from USPTO patents with 853,638 reactions. Task: Predict the reaction yield, written as a fraction of the theoretical maximum amount of product (1.0 means a 100% yield; for example, 0.34 means a 34% yield). The reactants are [Cl:1][C:2]1[C:3]([CH:16]2[O:24][C:17]2([CH3:23])[C:18]([O:20]CC)=[O:19])=[C:4]([O:14][CH3:15])[C:5]2[C:10]([C:11]=1[O:12][CH3:13])=[CH:9][CH:8]=[CH:7][CH:6]=2.[OH-].[K+]. The catalyst is CCO. The product is [Cl:1][C:2]1[C:3]([CH:16]2[O:24][C:17]2([CH3:23])[C:18]([OH:20])=[O:19])=[C:4]([O:14][CH3:15])[C:5]2[C:10]([C:11]=1[O:12][CH3:13])=[CH:9][CH:8]=[CH:7][CH:6]=2. The yield is 1.01.